From a dataset of Forward reaction prediction with 1.9M reactions from USPTO patents (1976-2016). Predict the product of the given reaction. (1) Given the reactants [C:1]([O:5][C:6]([N:8]1[CH2:12][CH2:11][CH2:10][CH:9]1[C:13]1[NH:14][C:15]([C:18]2[CH:23]=[CH:22][C:21]([B:24]3[O:28][C:27]([CH3:30])([CH3:29])[C:26]([CH3:32])([CH3:31])[O:25]3)=[CH:20][CH:19]=2)=[CH:16][N:17]=1)=[O:7])([CH3:4])([CH3:3])[CH3:2].[C:33](OC(N1CCCC1C(O)=O)=O)(C)(C)[CH3:34], predict the reaction product. The product is: [C:1]([O:5][C:6]([N:8]1[CH:9]([C:13]2[NH:14][C:15]([C:18]3[CH:23]=[CH:22][C:21]([B:24]4[O:25][C:26]([CH3:32])([CH3:31])[C:27]([CH3:30])([CH3:29])[O:28]4)=[CH:20][CH:19]=3)=[CH:16][N:17]=2)[CH:10]2[CH2:11][CH:12]1[CH2:33][CH2:34]2)=[O:7])([CH3:4])([CH3:2])[CH3:3]. (2) Given the reactants Br[CH2:2][C:3]1[C:8]([CH3:9])=[CH:7][CH:6]=[CH:5][C:4]=1[N:10]1[C:14](=[O:15])[N:13]([CH3:16])[N:12]=[N:11]1.[C:17]([C:19]1[CH:24]=[CH:23][C:22]([N:25]2[CH:29]=[CH:28][C:27]([OH:30])=[N:26]2)=[CH:21][CH:20]=1)#[N:18].C(=O)([O-])[O-].[K+].[K+].C(#N)C, predict the reaction product. The product is: [C:17]([C:19]1[CH:20]=[CH:21][C:22]([N:25]2[CH:29]=[CH:28][C:27]([O:30][CH2:2][C:3]3[C:8]([CH3:9])=[CH:7][CH:6]=[CH:5][C:4]=3[N:10]3[C:14](=[O:15])[N:13]([CH3:16])[N:12]=[N:11]3)=[N:26]2)=[CH:23][CH:24]=1)#[N:18]. (3) Given the reactants [Si:1]([O:8][CH2:9][C:10]1[CH:11]=[CH:12][C:13](Cl)=[N:14][CH:15]=1)([C:4]([CH3:7])([CH3:6])[CH3:5])([CH3:3])[CH3:2].[NH:17]1[CH2:22][CH2:21][CH:20]([OH:23])[CH2:19][CH2:18]1.CC([O-])(C)C.[K+], predict the reaction product. The product is: [Si:1]([O:8][CH2:9][C:10]1[CH:11]=[CH:12][C:13]([N:17]2[CH2:22][CH2:21][CH:20]([OH:23])[CH2:19][CH2:18]2)=[N:14][CH:15]=1)([C:4]([CH3:7])([CH3:6])[CH3:5])([CH3:3])[CH3:2]. (4) Given the reactants [NH2:1][C:2]1[N:6]([C:7]2[CH:12]=[CH:11][CH:10]=[CH:9][CH:8]=2)[NH:5][C:4](=[O:13])[C:3]=1[CH3:14].C([O-])([O-])=O.[K+].[K+].[CH3:21][O:22][CH2:23][C@@H:24]1[CH2:26][O:25]1.O, predict the reaction product. The product is: [NH2:1][C:2]1[N:6]([C:7]2[CH:12]=[CH:11][CH:10]=[CH:9][CH:8]=2)[N:5]=[C:4]([O:13][CH2:26][C@@H:24]([OH:25])[CH2:23][O:22][CH3:21])[C:3]=1[CH3:14]. (5) Given the reactants C(OC(=O)C(N)[C@@H](C(OC(C)(C)C)=O)C(N[C@@H](CC1C=CC=CC=1)COC)=O)C1C=CC=CC=1.[C:35]1([C:50]2[CH:55]=[CH:54][CH:53]=[CH:52][CH:51]=2)[CH:40]=[CH:39][C:38]([C:41]2[O:42][C:43]([CH2:46][C:47]([OH:49])=O)=[CH:44][CH:45]=2)=[CH:37][CH:36]=1.FC(F)(F)C(O)=O.[CH3:63][NH:64][C:65](=[O:72])[C@H:66]([C:68]([CH3:71])([CH3:70])[CH3:69])[NH2:67].F[P-](F)(F)(F)(F)F.N1(O[P+](N(C)C)(N(C)C)N(C)C)C2C=CC=CC=2N=N1, predict the reaction product. The product is: [CH3:69][C:68]([CH3:71])([CH3:70])[C@H:66]([NH:67][C:47](=[O:49])[CH2:46][C:43]1[O:42][C:41]([C:38]2[CH:37]=[CH:36][C:35]([C:50]3[CH:55]=[CH:54][CH:53]=[CH:52][CH:51]=3)=[CH:40][CH:39]=2)=[CH:45][CH:44]=1)[C:65](=[O:72])[NH:64][CH3:63]. (6) Given the reactants Cl[C:2]([O:4][CH2:5][CH3:6])=[O:3].C(OC(=O)NCC(=O)[NH:16][C:17]1[CH:22]=[C:21]([O:23][C:24]2[CH:29]=[CH:28][C:27]([NH:30][CH3:31])=[C:26]([N+:32]([O-:34])=[O:33])[CH:25]=2)[CH:20]=[CH:19][N:18]=1)(C)(C)C.CCN(C(C)C)C(C)C.O.NN, predict the reaction product. The product is: [CH2:5]([O:4][C:2](=[O:3])[NH:16][C:17]1[CH:22]=[C:21]([O:23][C:24]2[CH:29]=[CH:28][C:27]([NH:30][CH3:31])=[C:26]([N+:32]([O-:34])=[O:33])[CH:25]=2)[CH:20]=[CH:19][N:18]=1)[CH3:6].